From a dataset of Full USPTO retrosynthesis dataset with 1.9M reactions from patents (1976-2016). Predict the reactants needed to synthesize the given product. Given the product [ClH:1].[ClH:36].[NH2:28][CH2:27][C:25]1[NH:26][C:19]2[C:18]([NH:17][C:4]3[CH:5]=[CH:6][C:7]([O:8][CH2:9][C:10]4[CH:15]=[CH:14][CH:13]=[C:12]([F:16])[CH:11]=4)=[C:2]([Cl:1])[CH:3]=3)=[N:23][CH:22]=[N:21][C:20]=2[CH:24]=1, predict the reactants needed to synthesize it. The reactants are: [Cl:1][C:2]1[CH:3]=[C:4]([NH:17][C:18]2[C:19]3[NH:26][C:25]([CH2:27][NH:28]C(=O)OC(C)(C)C)=[CH:24][C:20]=3[N:21]=[CH:22][N:23]=2)[CH:5]=[CH:6][C:7]=1[O:8][CH2:9][C:10]1[CH:15]=[CH:14][CH:13]=[C:12]([F:16])[CH:11]=1.[ClH:36].C(O)C.